From a dataset of Experimentally validated miRNA-target interactions with 360,000+ pairs, plus equal number of negative samples. Binary Classification. Given a miRNA mature sequence and a target amino acid sequence, predict their likelihood of interaction. (1) The miRNA is mmu-miR-367-3p with sequence AAUUGCACUUUAGCAAUGGUGA. The protein sequence of the target gene is MDLWPGAWMLLLLLFLLLLFLLPTLWFCSPSAKYFFKMAFYNGWILFLAVLAIPVCAVRGRNVENMKILRLMLLHIKYLYGIRVEVRGAHHFPPSQPYVVVSNHQSSLDLLGMMEVLPGRCVPIAKRELLWAGSAGLACWLAGVIFIDRKRTGDAISVMSEVAQTLLTQDVRVWVFPEGTRNHNGSMLPFKRGAFHLAVQAQVPIVPIVMSSYQDFYCKKERRFTSGQCQVRVLPPVPTEGLTPDDVPALADRVRHSMLTVFREISTDGRGGGDYLKKPGGGG. Result: 0 (no interaction). (2) The miRNA is hsa-miR-8485 with sequence CACACACACACACACACGUAU. The protein sequence of the target gene is MKTFIIGISGVTNSGKTTLAKNLQKHLPNCSVISQDDFFKPESEIETDKNGFLQYDVLEALNMEKMMSAISCWMESARHSVVSTDQESAEEIPILIIEGFLLFNYKPLDTIWNRSYFLTIPYEECKRRRSTRVYQPPDSPGYFDGHVWPMYLKYRQEMQDITWEVVYLDGTKSEEDLFLQVYEDLIQELAKQKCLQVTA. Result: 1 (interaction). (3) The protein sequence of the target gene is MRAVRRGLREGGAMAAARDPPEVSLREATQRKLRRFSELRGKLVARGEFWDIVAITAADEKQELAYNQQLSEKLKRKELPLGVQYHVFVDPAGAKIGNGGSTLCALQCLEKLYGDKWNSFTILLIHSGGYSQRLPNASALGKIFTALPLGNPIYQMLELKLAMYIDFPLNMNPGILVTCADDIELYSIGEFEFIRFDKPGFTALAHPSSLTIGTTHGVFVLDPFDDLKHRDLEYRSCHRFLHKPSIEKMYQFNAVCRPGNFCQQDFAGGDIADLKLDSDYVYTDSLFYMDHKSAKMLLAF.... The miRNA is mmu-miR-412-3p with sequence UUCACCUGGUCCACUAGCCG. Result: 0 (no interaction). (4) The miRNA is hsa-miR-3929 with sequence GAGGCUGAUGUGAGUAGACCACU. The protein sequence of the target gene is MELVAGCYEQVLFGFAVHPEPEACGDHEQWTLVADFTHHAHTASLSAVAVNSRFVVTGSKDETIHIYDMKKKIEHGALVHHSGTITCLKFYGNRHLISGAEDGLICIWDAKKWECLKSIKAHKGQVTFLSIHPSGKLALSVGTDKTLRTWNLVEGRSAFIKNIKQNAHIVEWSPRGEQYVVIIQNKIDIYQLDTASISGTITNEKRISSVKFLSESVLAVAGDEEVIRFFDCDSLVCLCEFKAHENRVKDMFSFEIPEHHVIVSASSDGFIKMWKLKQDKKVPPSLLCEINTNARLTCLG.... Result: 1 (interaction). (5) The miRNA is hsa-miR-5692c with sequence AAUAAUAUCACAGUAGGUGUAC. The protein sequence of the target gene is MSSVQSQQEQLSQSDPSPSPNSCSSFELIDMDAGSLYEPVSPHWFYCKIIDSKETWIPFNSEDSQQLEEAYSSGKGCNGRVVPTDGGRYDVHLGERMRYAVYWDELASEVRRCTWFYKGDKDNKYVPYSESFSQVLEETYMLAVTLDEWKKKLESPNREIIILHNPKLMVHYQPVAGSDDWGSTPTEQGRPRTVKRGVENISVDIHCGEPLQIDHLVFVVHGIGPACDLRFRSIVQCVNDFRSVSLNLLQTHFKKAQENQQIGRVEFLPVNWHSPLHSTGVDVDLQRITLPSINRLRHFT.... Result: 1 (interaction).